Dataset: Reaction yield outcomes from USPTO patents with 853,638 reactions. Task: Predict the reaction yield, written as a fraction of the theoretical maximum amount of product (1.0 means a 100% yield; for example, 0.34 means a 34% yield). The reactants are [CH:1]1([C:4]2[NH:8][N:7]=[C:6]([NH:9][C:10]3[C:17]([F:18])=[CH:16][C:13]([C:14]#[N:15])=[C:12]([NH:19][C@H:20]([C:23]4[CH:28]=[CH:27][C:26]([F:29])=[CH:25][CH:24]=4)[CH2:21][OH:22])[N:11]=3)[CH:5]=2)[CH2:3][CH2:2]1.[OH-:30].[K+].OO. The catalyst is CO. The product is [CH:1]1([C:4]2[NH:8][N:7]=[C:6]([NH:9][C:10]3[C:17]([F:18])=[CH:16][C:13]([C:14]([NH2:15])=[O:30])=[C:12]([NH:19][C@H:20]([C:23]4[CH:28]=[CH:27][C:26]([F:29])=[CH:25][CH:24]=4)[CH2:21][OH:22])[N:11]=3)[CH:5]=2)[CH2:3][CH2:2]1. The yield is 0.900.